This data is from TCR-epitope binding with 47,182 pairs between 192 epitopes and 23,139 TCRs. The task is: Binary Classification. Given a T-cell receptor sequence (or CDR3 region) and an epitope sequence, predict whether binding occurs between them. (1) The epitope is TPQDLNTML. The TCR CDR3 sequence is CASSSRDPIPSGYTF. Result: 1 (the TCR binds to the epitope). (2) The epitope is YEGNSPFHPL. The TCR CDR3 sequence is CASSERQGIWIFF. Result: 0 (the TCR does not bind to the epitope). (3) The epitope is FIAGLIAIV. The TCR CDR3 sequence is CASSWGLAGDNEQFF. Result: 1 (the TCR binds to the epitope). (4) The epitope is EEHVQIHTI. The TCR CDR3 sequence is CASSPPGLEQFF. Result: 1 (the TCR binds to the epitope). (5) The epitope is RQLLFVVEV. The TCR CDR3 sequence is CASSQTRGSTDTQYF. Result: 1 (the TCR binds to the epitope). (6) The epitope is QARQMVQAMRTIGTHP. The TCR CDR3 sequence is CASSLIGYEQYF. Result: 1 (the TCR binds to the epitope). (7) The epitope is KPLEFGATSAAL. Result: 0 (the TCR does not bind to the epitope). The TCR CDR3 sequence is CSAPLQAGDTTPDTQYF. (8) The epitope is SSNVANYQK. The TCR CDR3 sequence is CASSGRTSGGSDTQYF. Result: 0 (the TCR does not bind to the epitope). (9) The epitope is KLWAQCVQL. The TCR CDR3 sequence is CASSLESGYQETQYF. Result: 0 (the TCR does not bind to the epitope). (10) The epitope is RLRPGGKKK. The TCR CDR3 sequence is CASSLMGGYNEQFF. Result: 0 (the TCR does not bind to the epitope).